This data is from Experimentally validated miRNA-target interactions with 360,000+ pairs, plus equal number of negative samples. The task is: Binary Classification. Given a miRNA mature sequence and a target amino acid sequence, predict their likelihood of interaction. (1) The miRNA is mmu-miR-374c-5p with sequence AUAAUACAACCUGCUAAGUG. The protein sequence of the target gene is MKQRKGQGPGGGRGRKKRGLSDISPSTSLPPLVEGQLRCFLKLTINKVVWKIAKPPTSVLVRVRWWGETSDGTLFCPRDALQTEPKAVRTTTRYGIRCGPKQFTSYLTDMAVLVLEVITKFDHLPVGRVQISGLAQLSPTHQINGFFTIVSPASKKLGELQVSLALEPLSETYDSYKPLPATEVTKNVLLSERELRENTESSNTQSMIPSRSCRGPAIKIDGKELAGHSSRSTTPRGKDHLYFAENSDAVKGSLCGLQQHLNQGTNVETITLRGKAPQKQLSLLNSSEFQPQISTVAKSH.... Result: 1 (interaction). (2) The miRNA is hsa-miR-4800-5p with sequence AGUGGACCGAGGAAGGAAGGA. The protein sequence of the target gene is MFSALKKLVGSDQAPGRDKNIPAGLQSMNQALQRRFAKGVQYNMKIVIRGDRNTGKTALWHRLQGRPFVEEYIPTQEIQVTSIHWSYKTTDDIVKVEVWDVVDKGKCKKRGDGLKMENDPQEAESEMALDAEFLDVYKNCNGVVMMFDITKQWTFNYILRELPKVPTHVPVCVLGNYRDMGEHRVILPDDVRDFIDNLDRPPGSSYFRYAESSMKNSFGLKYLHKFFNIPFLQLQRETLLRQLETNQLDMDATLEELSVQQETEDQNYGIFLEMMEARSRGHASPLAANGQSPSPGSQSP.... Result: 0 (no interaction). (3) The miRNA is hsa-let-7g-3p with sequence CUGUACAGGCCACUGCCUUGC. The protein sequence of the target gene is MAEHPPLLDTTQILSSDISLLSAPIVSADGTQQVILVQVNPGEAFTIRREDGQFQCITGPAQVPMMSPNGSVPPIYVPPGYAPQVIEDNGVRRVVVVPQAPEFHPGSHTVLHRSPHPPLPGFIPVPTMMPPPPRHMYSPVTGAGDMTTQYMPQYQSSQVYGDVDAHSTHGRSNFRDERSSKTYERLQKKLKDRQGTQKDKMSSPPSSPQKCPSPINEHNGLIKGQIAGGINTGSAKIKSGKGKGGTQVDTEIEEKDEETKAFEALLSNIVKPVASDIQARTVVLTWSPPSSLINGETDES.... Result: 1 (interaction). (4) The miRNA is hsa-miR-627-3p with sequence UCUUUUCUUUGAGACUCACU. The protein sequence of the target gene is MKKTLQDEIEAILRKRIMVLDGGMGTMIQRYKLSEEHFQGQEFKDHSRPLKGNNDILSITQPDIIYQIHKEYLLAGADIIETNTFSSTSIAQADYGLEHLAYRMNKCSADVARKAAEEITLQTGVKRFVAGALGPTNKTLSVSPSVERPDYRNITFDELVDAYQEQAKGLLDGRVDILLIETIFDTANAKAALFAIQNLFEENYAPPRPIFISGTIVDKSGRTLSGQTGEAFVTSVSHSDPLCIGLNCSLGAAEMRPFIETIGKCTTAYVLCYPNAGLPNTFGDYDETPSTMATHLKDFA.... Result: 0 (no interaction). (5) The miRNA is hsa-miR-6825-3p with sequence GCGCUGACCCGCCUUCUCCGCA. The protein sequence of the target gene is MLSLLVWILTLSDTFSQGTQTRFSQEPADQTVVAGQRAVLPCVLLNYSGIVQWTKDGLALGMGQGLKAWPRYRVVGSADAGQYNLEITDAELSDDASYECQATEAALRSRRAKLTVLIPPEDTRIDGGPVILLQAGTPHNLTCRAFNAKPAATIIWFRDGTQQEGAVASTELLKDGKRETTVSQLLINPTDLDIGRVFTCRSMNEAIPSGKETSIELDVHHPPTVTLSIEPQTVQEGERVVFTCQATANPEILGYRWAKGGFLIEDAHESRYETNVDYSFFTEPVSCEVHNKVGSTNVST.... Result: 0 (no interaction). (6) The miRNA is hsa-miR-3151-5p with sequence GGUGGGGCAAUGGGAUCAGGU. The protein sequence of the target gene is MATYSLANERLRALEDIEREIGAILQNAGTVILELSKEKTNERLLDRQAAAFTASVQHVEAELSAQIRYLTQVATGQPHEGSSYSSRKDCQMALKRVDYARLKLSDVARTCEQMLEN. Result: 0 (no interaction). (7) The protein sequence of the target gene is MENELPVPHTSNRASVTTNTSGTNSSSGCISSSGGGGGSGGRPTAPQISVYSGIPDRQTVQVIQQALHRQPSTAAQYLQQMYAAQQQHLMLQTAALQQQHLSSAQLQSLAAVQQASLVANRQGSTPGSSVSSQAPAQSSSLNLAASPAAAQLINRAQSVNSAAASGLAQQAVLLGNTSSPALTASQAQMYLRAQMLIFTPTATVATVQPELCTGSPARPPTPAQVQNLTLRTQQTPAAAASGPPPTQPVLPSLALKPTPSSSQPLPAPPQGRTMAQGSPAGAKPSGTDNAPETLKAGDGN.... Result: 0 (no interaction). The miRNA is hsa-miR-6862-5p with sequence CGGGCAUGCUGGGAGAGACUUU. (8) The miRNA is hsa-miR-6732-3p with sequence UAACCCUGUCCUCUCCCUCCCAG. The protein sequence of the target gene is MSNMEKHLFNLKFAAKELSRSAKKCDKEEKAEKAKIKKAIQKGNMEVARIHAENAIRQKNQAVNFLRMSARVDAVAARVQTAVTMGKVTKSMAGVVKSMDATLKTMNLEKISALMDKFEHQFETLDVQTQQMEDTMSSTTTLTTPQNQVDMLLQEMADEAGLDLNMELPQGQTGSVGTSVASAEQDELSQRLARLRDQV. Result: 1 (interaction). (9) The miRNA is hsa-miR-6765-3p with sequence UCACCUGGCUGGCCCGCCCAG. The protein sequence of the target gene is MGPWGWKLRWTVALLLAAAGTAVGDRCERNEFQCQDGKCISYKWVCDGSAECQDGSDESQETCLSVTCKSGDFSCGGRVNRCIPQFWRCDGQVDCDNGSDEQGCPPKTCSQDEFRCHDGKCISRQFVCDSDRDCLDGSDEASCPVLTCGPASFQCNSSTCIPQLWACDNDPDCEDGSDEWPQRCRGLYVFQGDSSPCSAFEFHCLSGECIHSSWRCDGGPDCKDKSDEENCAVATCRPDEFQCSDGNCIHGSRQCDREYDCKDMSDEVGCVNVTLCEGPNKFKCHSGECITLDKVCNMAR.... Result: 1 (interaction).